Task: Predict the reactants needed to synthesize the given product.. Dataset: Full USPTO retrosynthesis dataset with 1.9M reactions from patents (1976-2016) (1) Given the product [CH:1]([N:4]1[C:13]([C:26]2[CH:31]=[CH:30][CH:29]=[CH:28][CH:27]=2)=[C:12]2[C:6]([CH2:7][C:8]([CH3:25])([CH3:24])[NH:9][C:10]([CH3:23])([CH3:22])[CH2:11]2)=[N:5]1)([CH3:3])[CH3:2], predict the reactants needed to synthesize it. The reactants are: [CH:1]([N:4]1[C:13](OS(C(F)(F)F)(=O)=O)=[C:12]2[C:6]([CH2:7][C:8]([CH3:25])([CH3:24])[NH:9][C:10]([CH3:23])([CH3:22])[CH2:11]2)=[N:5]1)([CH3:3])[CH3:2].[C:26]1(B(O)O)[CH:31]=[CH:30][CH:29]=[CH:28][CH:27]=1. (2) The reactants are: [Cl:1][C:2]1[CH:3]=[CH:4][C:5]([N:24]2[CH:28]=[N:27][N:26]=[N:25]2)=[C:6]([CH:23]=1)[CH2:7][NH:8][C:9]([C@@H:11]1[CH2:15][CH2:14][N:13](C(OC(C)(C)C)=O)[NH:12]1)=[O:10].[C:29]1([C@@H:35]([O:39][Si](C)(C)C)[C:36](Cl)=[O:37])[CH:34]=[CH:33][CH:32]=[CH:31][CH:30]=1.C(O)(C(F)(F)F)=O. Given the product [Cl:1][C:2]1[CH:3]=[CH:4][C:5]([N:24]2[CH:28]=[N:27][N:26]=[N:25]2)=[C:6]([CH:23]=1)[CH2:7][NH:8][C:9]([C@@H:11]1[CH2:15][CH2:14][NH:13][N:12]1[C:36](=[O:37])[C@H:35]([OH:39])[C:29]1[CH:34]=[CH:33][CH:32]=[CH:31][CH:30]=1)=[O:10], predict the reactants needed to synthesize it. (3) Given the product [Br:19][C:20]1[C:21]([F:31])=[CH:22][C:23]([F:30])=[C:24]([S:26]([N:6]([CH2:5][C:4]2[CH:13]=[CH:14][C:15]([O:17][CH3:18])=[CH:16][C:3]=2[O:2][CH3:1])[C:7]2[CH:12]=[CH:11][N:10]=[CH:9][N:8]=2)(=[O:28])=[O:27])[CH:25]=1, predict the reactants needed to synthesize it. The reactants are: [CH3:1][O:2][C:3]1[CH:16]=[C:15]([O:17][CH3:18])[CH:14]=[CH:13][C:4]=1[CH2:5][NH:6][C:7]1[CH:12]=[CH:11][N:10]=[CH:9][N:8]=1.[Br:19][C:20]1[C:21]([F:31])=[CH:22][C:23]([F:30])=[C:24]([S:26](Cl)(=[O:28])=[O:27])[CH:25]=1.N12CCN(CC1)CC2. (4) The reactants are: Cl.[NH2:2][CH:3]1[CH2:8][CH2:7][CH2:6][CH2:5][CH2:4]1.C(N(CC)CC)C.[C:16](=[S:18])=S.Cl.C[OH:21]. Given the product [O:21]1[C:4]2[CH2:5][CH2:6][CH2:7][CH2:8][C:3]=2[N:2]=[C:16]1[SH:18], predict the reactants needed to synthesize it. (5) Given the product [C:22]([O:21][C:19]([NH:2][CH:3]1[CH2:12][C:11]2[C:6](=[CH:7][CH:8]=[CH:9][CH:10]=2)[NH:5][C:4]1=[O:13])=[O:20])([CH3:25])([CH3:24])[CH3:23], predict the reactants needed to synthesize it. The reactants are: Cl.[NH2:2][CH:3]1[CH2:12][C:11]2[C:6](=[CH:7][CH:8]=[CH:9][CH:10]=2)[NH:5][C:4]1=[O:13].C(=O)(O)[O-].[Na+].[C:19](O[C:19]([O:21][C:22]([CH3:25])([CH3:24])[CH3:23])=[O:20])([O:21][C:22]([CH3:25])([CH3:24])[CH3:23])=[O:20].